Dataset: Reaction yield outcomes from USPTO patents with 853,638 reactions. Task: Predict the reaction yield, written as a fraction of the theoretical maximum amount of product (1.0 means a 100% yield; for example, 0.34 means a 34% yield). (1) The product is [ClH:30].[CH3:29][N:2]([CH3:1])[C:3]1([C:23]2[CH:28]=[CH:27][CH:26]=[CH:25][CH:24]=2)[CH2:8][CH2:7][C:6](=[CH:9][C:10]([NH:12][CH2:13][C:14]2[C:22]3[C:17](=[CH:18][CH:19]=[CH:20][CH:21]=3)[NH:16][CH:15]=2)=[O:11])[CH2:5][CH2:4]1. The reactants are [CH3:1][N:2]([CH3:29])[C:3]1([C:23]2[CH:28]=[CH:27][CH:26]=[CH:25][CH:24]=2)[CH2:8][CH2:7][C:6](=[CH:9][C:10]([NH:12][CH2:13][C:14]2[C:22]3[C:17](=[CH:18][CH:19]=[CH:20][CH:21]=3)[NH:16][CH:15]=2)=[O:11])[CH2:5][CH2:4]1.[Cl:30][Si](C)(C)C. The yield is 0.630. The catalyst is CC(CC)=O. (2) The reactants are [O:1]1[C:5]2[CH:6]=[CH:7][CH:8]=[CH:9][C:4]=2[N:3]=[C:2]1[C:10]1[CH:11]=[C:12]([NH2:17])[CH:13]=[C:14]([Br:16])[CH:15]=1.[CH3:18][S:19](Cl)(=[O:21])=[O:20]. The catalyst is N1C=CC=CC=1.CN(C1C=CN=CC=1)C. The product is [O:1]1[C:5]2[CH:6]=[CH:7][CH:8]=[CH:9][C:4]=2[N:3]=[C:2]1[C:10]1[CH:11]=[C:12]([NH:17][S:19]([CH3:18])(=[O:21])=[O:20])[CH:13]=[C:14]([Br:16])[CH:15]=1. The yield is 0.550. (3) The reactants are Br[C:2]1[S:6][C:5]([NH:7][C:8]([NH:10][C:11]2[CH:16]=[CH:15][C:14]([CH3:17])=[CH:13][C:12]=2[C:18]([CH:20]2[CH2:24][CH2:23][CH2:22][CH2:21]2)=[O:19])=[O:9])=[N:4][CH:3]=1.[CH3:25][N:26]1[C:30]([SH:31])=[N:29][N:28]=[N:27]1. No catalyst specified. The product is [CH:20]1([C:18]([C:12]2[CH:13]=[C:14]([CH3:17])[CH:15]=[CH:16][C:11]=2[NH:10][C:8]([NH:7][C:5]2[S:6][C:2]([S:31][C:30]3[N:26]([CH3:25])[N:27]=[N:28][N:29]=3)=[CH:3][N:4]=2)=[O:9])=[O:19])[CH2:24][CH2:23][CH2:22][CH2:21]1. The yield is 0.300.